Dataset: Reaction yield outcomes from USPTO patents with 853,638 reactions. Task: Predict the reaction yield, written as a fraction of the theoretical maximum amount of product (1.0 means a 100% yield; for example, 0.34 means a 34% yield). (1) The reactants are [C:1]([C:3]1[C:12]2[C:7](=[CH:8][CH:9]=[CH:10][CH:11]=2)[C:6](F)=[CH:5][CH:4]=1)#[N:2].[NH:14]1[CH2:24][CH2:23][CH2:22][CH:16]([C:17]([O:19][CH2:20][CH3:21])=[O:18])[CH2:15]1.C(OCC)(=O)C. The catalyst is N1C=CC=CC=1. The product is [CH2:20]([O:19][C:17]([CH:16]1[CH2:22][CH2:23][CH2:24][N:14]([C:6]2[C:7]3[C:12](=[CH:11][CH:10]=[CH:9][CH:8]=3)[C:3]([C:1]#[N:2])=[CH:4][CH:5]=2)[CH2:15]1)=[O:18])[CH3:21]. The yield is 0.680. (2) The product is [C:1]([O:5][C:6]([NH:8][CH:9]([CH2:13][C:14]1[CH:19]=[CH:18][CH:17]=[C:16]([C:20]#[N:21])[CH:15]=1)[CH2:10][OH:11])=[O:7])([CH3:4])([CH3:2])[CH3:3]. The reactants are [C:1]([O:5][C:6]([NH:8][CH:9]([CH2:13][C:14]1[CH:19]=[CH:18][CH:17]=[C:16]([C:20]#[N:21])[CH:15]=1)[C:10](O)=[O:11])=[O:7])([CH3:4])([CH3:3])[CH3:2].CN1CCOCC1.ClC(OCC(C)C)=O.[BH4-].[Na+]. The yield is 0.770. The catalyst is C1COCC1.CO. (3) The reactants are Br[C:2]1[CH:3]=[C:4]2[C:8](=[CH:9][C:10]=1[Cl:11])[NH:7][CH:6]=[CH:5]2.C(=O)([O-])[O-].[Na+].[Na+].[CH2:18]([O:20][C:21]1[CH:26]=[CH:25][C:24](B(O)O)=[CH:23][CH:22]=1)[CH3:19].N#N. The catalyst is CCO.O.C1(C)C=CC=CC=1.C1C=CC([P]([Pd]([P](C2C=CC=CC=2)(C2C=CC=CC=2)C2C=CC=CC=2)([P](C2C=CC=CC=2)(C2C=CC=CC=2)C2C=CC=CC=2)[P](C2C=CC=CC=2)(C2C=CC=CC=2)C2C=CC=CC=2)(C2C=CC=CC=2)C2C=CC=CC=2)=CC=1. The product is [Cl:11][C:10]1[CH:9]=[C:8]2[C:4]([CH:5]=[CH:6][NH:7]2)=[CH:3][C:2]=1[C:24]1[CH:25]=[CH:26][C:21]([O:20][CH2:18][CH3:19])=[CH:22][CH:23]=1. The yield is 0.860. (4) The reactants are [CH3:1][N:2]1[C:7]([CH3:8])=[C:6]([N+:9]([O-:11])=[O:10])[C:5](=[O:12])[NH:4][C:3]1=[O:13].Br[CH2:15][CH2:16][CH2:17][O:18][CH:19]1[CH2:24][CH2:23][CH2:22][CH2:21][O:20]1.C([O-])([O-])=O.[K+].[K+]. The catalyst is CN(C=O)C.CC(=O)OCC.O. The product is [CH3:1][N:2]1[C:7]([CH3:8])=[C:6]([N+:9]([O-:11])=[O:10])[C:5](=[O:12])[N:4]([CH2:15][CH2:16][CH2:17][O:18][CH:19]2[CH2:24][CH2:23][CH2:22][CH2:21][O:20]2)[C:3]1=[O:13]. The yield is 0.471.